This data is from hERG Central: cardiac toxicity at 1µM, 10µM, and general inhibition. The task is: Predict hERG channel inhibition at various concentrations. The molecule is COc1cc(C(=O)NCCCN(C)C)ccc1OCC(=O)Nc1cccc(C(F)(F)F)c1. Results: hERG_inhib (hERG inhibition (general)): blocker.